Task: Predict the product of the given reaction.. Dataset: Forward reaction prediction with 1.9M reactions from USPTO patents (1976-2016) (1) Given the reactants CON(C)[C:4]([C:6]1[C:10]([Cl:11])=[CH:9][N:8]([CH:12]([F:14])[F:13])[N:7]=1)=[O:5].[H-].[Al+3].[Li+].[H-].[H-].[H-].S([O-])(O)(=O)=O.[K+].CCOCC, predict the reaction product. The product is: [Cl:11][C:10]1[C:6]([CH:4]=[O:5])=[N:7][N:8]([CH:12]([F:13])[F:14])[CH:9]=1. (2) Given the reactants [C:1]([C:5]1[CH:10]=[CH:9][C:8]([C:11](=[N:13][OH:14])C)=[CH:7][CH:6]=1)([CH3:4])([CH3:3])[CH3:2].[CH3:15][O:16][C:17](=[O:30])[CH2:18][C:19]1[CH:24]=[CH:23][C:22]([O:25][CH2:26][CH2:27][CH2:28]Br)=[CH:21][CH:20]=1, predict the reaction product. The product is: [CH3:15][O:16][C:17](=[O:30])[CH2:18][C:19]1[CH:24]=[CH:23][C:22]([O:25][CH2:26][CH2:27][CH2:28][O:14][N:13]=[CH:11][C:8]2[CH:7]=[CH:6][C:5]([C:1]([CH3:2])([CH3:3])[CH3:4])=[CH:10][CH:9]=2)=[CH:21][CH:20]=1. (3) Given the reactants [NH2:1][C:2]1[C:7]([C:8]#[N:9])=[C:6]([O:10][CH2:11][CH3:12])[N:5]=[C:4]([C:13]([OH:15])=O)[CH:3]=1.CN(C(ON1N=NC2C=CC=CC1=2)=[N+](C)C)C.[B-](F)(F)(F)F.[NH2:38][C:39]1[CH:46]=[CH:45][CH:44]=[CH:43][C:40]=1[CH2:41][NH2:42], predict the reaction product. The product is: [NH2:1][C:2]1[C:7]([C:8]#[N:9])=[C:6]([O:10][CH2:11][CH3:12])[N:5]=[C:4]([C:13]([NH:42][CH2:41][C:40]2[CH:43]=[CH:44][CH:45]=[CH:46][C:39]=2[NH2:38])=[O:15])[CH:3]=1. (4) The product is: [CH:16]1([C@H:4]2[C@H:3]([CH3:19])[C@@H:2]([NH:1][C:21]3[CH:26]=[CH:25][CH:24]=[C:23]([O:27][CH3:28])[N:22]=3)[C:11]3[C:6](=[CH:7][CH:8]=[C:9]([F:12])[CH:10]=3)[N:5]2[C:13](=[O:15])[CH3:14])[CH2:18][CH2:17]1. Given the reactants [NH2:1][C@H:2]1[C:11]2[C:6](=[CH:7][CH:8]=[C:9]([F:12])[CH:10]=2)[N:5]([C:13](=[O:15])[CH3:14])[C@@H:4]([CH:16]2[CH2:18][CH2:17]2)[C@@H:3]1[CH3:19].Br[C:21]1[CH:26]=[CH:25][CH:24]=[C:23]([O:27][CH3:28])[N:22]=1.CC(C)([O-])C.[Na+].CN(C1C(C2C(P(C3CCCCC3)C3CCCCC3)=CC=CC=2)=CC=CC=1)C, predict the reaction product. (5) Given the reactants [N+:1]([C:4]1[CH:9]=[CH:8][CH:7]=[CH:6][C:5]=1[NH:10][C:11]1[CH:12]=[C:13]([CH:16]=[CH:17][CH:18]=1)[C:14]#[N:15])([O-])=O.CO.[NH4+].[Cl-], predict the reaction product. The product is: [NH2:1][C:4]1[CH:9]=[CH:8][CH:7]=[CH:6][C:5]=1[NH:10][C:11]1[CH:12]=[C:13]([CH:16]=[CH:17][CH:18]=1)[C:14]#[N:15]. (6) Given the reactants O[CH2:2][C:3]1[C:4]([CH3:9])=[N:5][CH:6]=[CH:7][CH:8]=1.O=S(Cl)[Cl:12].O, predict the reaction product. The product is: [ClH:12].[Cl:12][CH2:2][C:3]1[C:4]([CH3:9])=[N:5][CH:6]=[CH:7][CH:8]=1. (7) Given the reactants [CH:1]1([N:6]2[C:10]([NH2:11])=[CH:9][C:8]([CH3:12])=[N:7]2)[CH2:5][CH2:4][CH2:3][CH2:2]1.[CH:13]1([C:16](=O)[CH2:17][C:18](=O)[C:19]([O:21][CH2:22][CH3:23])=[O:20])[CH2:15][CH2:14]1, predict the reaction product. The product is: [CH:1]1([N:6]2[C:10]3[N:11]=[C:16]([CH:13]4[CH2:14][CH2:15]4)[CH:17]=[C:18]([C:19]([O:21][CH2:22][CH3:23])=[O:20])[C:9]=3[C:8]([CH3:12])=[N:7]2)[CH2:2][CH2:3][CH2:4][CH2:5]1. (8) Given the reactants Cl[N:2]1[C:6](=O)[CH2:5][CH2:4][C:3]1=O.Br[N:10]1C(=O)CC[C:11]1=O.IN1C(=O)C[CH2:20][C:19]1=O, predict the reaction product. The product is: [N:10]1[C:5]2[CH:4]=[CH:3][CH:19]=[CH:20][C:6]=2[NH:2][CH:11]=1. (9) The product is: [C:1]([O:5][C@@H:6]([C:11]1[C:40]([CH3:41])=[C:39]([CH:42]([CH3:43])[CH3:44])[C:38]2=[N:45][C:35]3=[CH:36][N:37]2[C:12]=1[N:13]1[CH2:14][CH2:15][C:16]([CH3:51])([O:17][CH2:18][CH2:19][CH2:20][CH2:21][C@H:22]([CH3:48])[O:23][C:24]2[CH:25]=[CH:26][C:27]([F:47])=[CH:28][C:29]=2[C:30]2[CH:46]=[C:34]3[CH:33]=[CH:32][CH:31]=2)[CH2:49][CH2:50]1)[C:7]([OH:9])=[O:8])([CH3:2])([CH3:3])[CH3:4]. Given the reactants [C:1]([O:5][C@@H:6]([C:11]1[C:40]([CH3:41])=[C:39]([CH:42]([CH3:44])[CH3:43])[C:38]2=[N:45][C:35]3=[CH:36][N:37]2[C:12]=1[N:13]1[CH2:50][CH2:49][C:16]([CH3:51])([O:17][CH2:18][CH2:19][CH2:20][CH2:21][C@H:22]([CH3:48])[O:23][C:24]2[CH:25]=[CH:26][C:27]([F:47])=[CH:28][C:29]=2[C:30]2[CH:46]=[C:34]3[CH:33]=[CH:32][CH:31]=2)[CH2:15][CH2:14]1)[C:7]([O:9]C)=[O:8])([CH3:4])([CH3:3])[CH3:2].C(O[C@@H](C1C(C)=CC2=NC3=C(Cl)N2C=1N1CCC(C)(OCCCC[C@H](C)OC2C=CC(C)=CC=2C2C=C3C=CC=2)CC1)C(O)=O)(C)(C)C, predict the reaction product.